Dataset: Full USPTO retrosynthesis dataset with 1.9M reactions from patents (1976-2016). Task: Predict the reactants needed to synthesize the given product. (1) Given the product [CH3:13][C:12]([CH:14]1[CH2:15][CH2:16][N:17]([C:20]([O:22][C:23]([CH3:24])([CH3:26])[CH3:25])=[O:21])[CH2:18][CH2:19]1)([S:9]([C:7]1[CH:6]=[CH:5][CH:4]=[C:3]([C:2]([F:1])([F:27])[F:28])[N:8]=1)(=[O:10])=[O:11])[CH3:29], predict the reactants needed to synthesize it. The reactants are: [F:1][C:2]([F:28])([F:27])[C:3]1[N:8]=[C:7]([S:9]([CH:12]([CH:14]2[CH2:19][CH2:18][N:17]([C:20]([O:22][C:23]([CH3:26])([CH3:25])[CH3:24])=[O:21])[CH2:16][CH2:15]2)[CH3:13])(=[O:11])=[O:10])[CH:6]=[CH:5][CH:4]=1.[CH3:29][Si]([N-][Si](C)(C)C)(C)C.[Na+].CI. (2) Given the product [CH2:2]([O:3][P:4]([CH:6]([P:11]([O:16][CH2:17][CH3:18])([O:13][CH2:14][CH3:15])=[O:12])[CH2:7][CH2:8][CH2:9][O:22][C:23]1[CH:24]=[CH:25][C:26]([C:29](=[O:32])[CH:30]=[CH2:31])=[CH:27][CH:28]=1)([O:19][CH2:20][CH3:21])=[O:5])[CH3:1], predict the reactants needed to synthesize it. The reactants are: [CH3:1][CH2:2][O:3][P:4]([O:19][CH2:20][CH3:21])([CH:6]([P:11]([O:16][CH2:17][CH3:18])([O:13][CH2:14][CH3:15])=[O:12])[CH2:7][CH2:8][CH2:9]I)=[O:5].[OH:22][C:23]1[CH:28]=[CH:27][C:26]([C:29](=[O:32])[CH:30]=[CH2:31])=[CH:25][CH:24]=1.C([O-])([O-])=O.[K+].[K+]. (3) Given the product [Cl:25][C:15]1[CH:16]=[C:17]([N+:22]([O-:24])=[O:23])[C:18]([O:20][CH3:21])=[CH:19][C:14]=1[CH2:13][CH2:12][NH:11][C:9](=[O:10])[CH2:8][N:1]1[CH2:6][CH2:5][O:4][CH2:3][CH2:2]1, predict the reactants needed to synthesize it. The reactants are: [NH:1]1[CH2:6][CH2:5][O:4][CH2:3][CH2:2]1.Cl[CH2:8][C:9]([NH:11][CH2:12][CH2:13][C:14]1[CH:19]=[C:18]([O:20][CH3:21])[C:17]([N+:22]([O-:24])=[O:23])=[CH:16][C:15]=1[Cl:25])=[O:10].C(=O)([O-])[O-].[K+].[K+].O.